Predict the reactants needed to synthesize the given product. From a dataset of Full USPTO retrosynthesis dataset with 1.9M reactions from patents (1976-2016). (1) Given the product [Cl:1][C:2]1[C:7]([N+:8]([O-:10])=[O:9])=[CH:6][CH:5]=[C:4]([Cl:11])[C:3]=1[CH2:12][C:13]([NH:16][C:17]1[CH:22]=[CH:21][N:20]=[CH:19][C:18]=1[CH:23]=[O:24])=[O:15], predict the reactants needed to synthesize it. The reactants are: [Cl:1][C:2]1[C:7]([N+:8]([O-:10])=[O:9])=[CH:6][CH:5]=[C:4]([Cl:11])[C:3]=1[CH2:12][C:13]([OH:15])=O.[NH2:16][C:17]1[CH:22]=[CH:21][N:20]=[CH:19][C:18]=1[CH:23]=[O:24]. (2) Given the product [Cl:23][C:24]1[N:29]=[C:28]([C:30]2[S:34][C:33]([N:35]3[CH2:36][CH2:37][O:38][CH2:39][CH2:40]3)=[N:32][C:31]=2[C:41]2[C:42]([F:55])=[C:43]([CH:44]=[CH:45][C:46]=2[F:47])[NH2:48])[CH:27]=[CH:26][N:25]=1, predict the reactants needed to synthesize it. The reactants are: ClC1N=C(C2SC(C(C)C)=NC=2C2C=C(C=CC=2)N)C=CN=1.[Cl:23][C:24]1[N:29]=[C:28]([C:30]2[S:34][C:33]([N:35]3[CH2:40][CH2:39][O:38][CH2:37][CH2:36]3)=[N:32][C:31]=2[C:41]2[C:42]([F:55])=[C:43]([NH:48]C(=O)OCC=C)[CH:44]=[CH:45][C:46]=2[F:47])[CH:27]=[CH:26][N:25]=1. (3) Given the product [Ca:5].[S:11](=[O:14])(=[O:13])([O-:15])[NH2:12].[C:1](=[O:3])=[O:2], predict the reactants needed to synthesize it. The reactants are: [C:1](=O)([O-:3])[O-:2].[Ca+2:5].C(=O)([O-])[O-].[Mg+2].[S:11](=[O:15])(=[O:14])([O-:13])[NH2:12].[Ca].[Mg].S(=O)(=O)(O)N. (4) Given the product [CH2:57]([O:56][C:54]([CH:51]1[CH2:50][CH2:49][N:48]([C:45]2[CH:46]=[CH:47][C:42]([NH:41][C:28]([C@H:9]3[C@H:8]([C:4]4[CH:5]=[CH:6][CH:7]=[C:2]([Cl:1])[C:3]=4[F:31])[C@:12]([C:15]4[CH:20]=[CH:19][C:18]([Cl:21])=[CH:17][C:16]=4[F:22])([C:13]#[N:14])[C@H:11]([CH2:23][C:24]([CH3:25])([CH3:27])[CH3:26])[NH:10]3)=[O:30])=[CH:43][CH:44]=2)[CH2:53][CH2:52]1)=[O:55])[CH3:58], predict the reactants needed to synthesize it. The reactants are: [Cl:1][C:2]1[C:3]([F:31])=[C:4]([C@@H:8]2[C@:12]([C:15]3[CH:20]=[CH:19][C:18]([Cl:21])=[CH:17][C:16]=3[F:22])([C:13]#[N:14])[C@H:11]([CH2:23][C:24]([CH3:27])([CH3:26])[CH3:25])[NH:10][C@H:9]2[C:28]([OH:30])=O)[CH:5]=[CH:6][CH:7]=1.C(N(CC)C(C)C)(C)C.[NH2:41][C:42]1[CH:47]=[CH:46][C:45]([N:48]2[CH2:53][CH2:52][CH:51]([C:54]([O:56][CH2:57][CH3:58])=[O:55])[CH2:50][CH2:49]2)=[CH:44][CH:43]=1.CN(C(ON1N=NC2C=CC=NC1=2)=[N+](C)C)C.F[P-](F)(F)(F)(F)F. (5) Given the product [CH2:20]([NH:19][C:5]1[C:4]([CH:24]([C:27]2[CH:32]=[CH:31][CH:30]=[CH:29][CH:28]=2)[CH:25]=[CH2:26])=[CH:3][C:2]([C:39]2[CH:40]=[CH:41][CH:42]=[CH:43][C:38]=2[C:37]2[NH:36][N:35]=[N:34][N:33]=2)=[CH:7][C:6]=1[NH:8][C:9]([NH:11][C:12]1[CH:17]=[CH:16][C:15]([CH3:18])=[CH:14][CH:13]=1)=[O:10])[CH:21]([CH3:23])[CH3:22], predict the reactants needed to synthesize it. The reactants are: Br[C:2]1[CH:3]=[C:4]([CH:24]([C:27]2[CH:32]=[CH:31][CH:30]=[CH:29][CH:28]=2)[CH:25]=[CH2:26])[C:5]([NH:19][CH2:20][CH:21]([CH3:23])[CH3:22])=[C:6]([NH:8][C:9]([NH:11][C:12]2[CH:17]=[CH:16][C:15]([CH3:18])=[CH:14][CH:13]=2)=[O:10])[CH:7]=1.[NH:33]1[C:37]([C:38]2[CH:43]=[CH:42][CH:41]=[CH:40][C:39]=2B(O)O)=[N:36][N:35]=[N:34]1.BrC1C=CC(N(CC(C)C)CC(C)C)=C(NC(NC2C=CC(C)=CC=2)=O)C=1. (6) The reactants are: Br[C:2]1[CH:11]=[C:10]2[C:5]([N:6]=[CH:7][CH:8]=[N:9]2)=[C:4]([C:12]([NH:14][CH2:15][C:16]([O:18]CC)=[O:17])=[O:13])[C:3]=1[OH:21].[CH2:22]([Sn]([CH2:22][CH2:23][CH2:24][CH3:25])([CH2:22][CH2:23][CH2:24][CH3:25])C1OC=CN=1)[CH2:23][CH2:24][CH3:25]. Given the product [CH2:22]([C:2]1[CH:11]=[C:10]2[C:5]([N:6]=[CH:7][CH:8]=[N:9]2)=[C:4]([C:12]([NH:14][CH2:15][C:16]([OH:18])=[O:17])=[O:13])[C:3]=1[OH:21])[CH2:23][CH2:24][CH3:25], predict the reactants needed to synthesize it.